From a dataset of Catalyst prediction with 721,799 reactions and 888 catalyst types from USPTO. Predict which catalyst facilitates the given reaction. (1) Reactant: [CH2:1]([N:8]1[CH2:13][CH2:12][CH2:11][C:10](=O)[CH2:9]1)[C:2]1[CH:7]=[CH:6][CH:5]=[CH:4][CH:3]=1.[C:15]([N:18]1[C:26]2[C:21](=[CH:22][CH:23]=[C:24]([NH2:27])[CH:25]=2)[CH2:20][CH2:19]1)(=[O:17])[CH3:16].[BH-](OC(C)=O)(OC(C)=O)OC(C)=O.[Na+].CC(O)=O. Product: [CH2:1]([N:8]1[CH2:13][CH2:12][CH2:11][CH:10]([NH:27][C:24]2[CH:25]=[C:26]3[C:21]([CH2:20][CH2:19][N:18]3[C:15](=[O:17])[CH3:16])=[CH:22][CH:23]=2)[CH2:9]1)[C:2]1[CH:7]=[CH:6][CH:5]=[CH:4][CH:3]=1. The catalyst class is: 26. (2) Reactant: [O:1]1[C:5]2[CH:6]=[CH:7][CH:8]=[CH:9][C:4]=2[CH:3]=[CH:2]1.[C:10]([O:14][C:15]([N:17]1[CH2:22][CH2:21][CH2:20][CH2:19][CH:18]1[C:23](=[O:28])N(OC)C)=[O:16])([CH3:13])([CH3:12])[CH3:11].[Cl-].[NH4+]. Product: [O:1]1[C:5]2[CH:6]=[CH:7][CH:8]=[CH:9][C:4]=2[CH:3]=[C:2]1[C:23]([CH:18]1[CH2:19][CH2:20][CH2:21][CH2:22][N:17]1[C:15]([O:14][C:10]([CH3:13])([CH3:12])[CH3:11])=[O:16])=[O:28]. The catalyst class is: 1.